Dataset: Catalyst prediction with 721,799 reactions and 888 catalyst types from USPTO. Task: Predict which catalyst facilitates the given reaction. (1) Reactant: Br[C:2]1[S:6][C:5]([S:7]([NH:10][C:11]([CH3:14])([CH3:13])[CH3:12])(=[O:9])=[O:8])=[CH:4][CH:3]=1.CC1(C)C(C)(C)OB([C:23]2[CH:24]=[C:25]3[C:29](=[C:30]([C:32]([NH2:34])=[O:33])[CH:31]=2)[NH:28][CH:27]=[CH:26]3)O1.C(=O)([O-])[O-].[K+].[K+]. Product: [CH3:12][C:11]([NH:10][S:7]([C:5]1[S:6][C:2]([C:23]2[CH:24]=[C:25]3[C:29](=[C:30]([C:32]([NH2:34])=[O:33])[CH:31]=2)[NH:28][CH:27]=[CH:26]3)=[CH:3][CH:4]=1)(=[O:9])=[O:8])([CH3:14])[CH3:13]. The catalyst class is: 73. (2) Reactant: Br[CH2:2][CH2:3][CH2:4][O:5][C:6]1[CH:15]=[C:14]2[C:9]([CH:10]=[CH:11][C:12](=[O:16])[NH:13]2)=[CH:8][CH:7]=1.[Na+].[I-].[Cl:19][C:20]1[C:25]([Cl:26])=[CH:24][CH:23]=[CH:22][C:21]=1[N:27]1[CH2:33][CH2:32][CH2:31][N:30](CCCCOC2C=C3C(CCC(=O)N3)=CC=2)[CH2:29][CH2:28]1.C([O-])([O-])=O.[K+].[K+]. Product: [Cl:19][C:20]1[C:25]([Cl:26])=[CH:24][CH:23]=[CH:22][C:21]=1[N:27]1[CH2:33][CH2:32][CH2:31][N:30]([CH2:2][CH2:3][CH2:4][O:5][C:6]2[CH:15]=[C:14]3[C:9]([CH:10]=[CH:11][C:12](=[O:16])[NH:13]3)=[CH:8][CH:7]=2)[CH2:29][CH2:28]1. The catalyst class is: 144.